From a dataset of Catalyst prediction with 721,799 reactions and 888 catalyst types from USPTO. Predict which catalyst facilitates the given reaction. (1) Reactant: [C:1]([C:3]1[C:8]2[N:9]([CH2:12][C:13]([OH:15])=O)[CH:10]=[N:11][C:7]=2[CH:6]=[CH:5][CH:4]=1)#[N:2].[NH2:16][CH:17]([C:19]1[CH:24]=[CH:23][C:22]([C:25]2([C:31]#[N:32])[CH2:30][CH2:29][CH2:28][CH2:27][CH2:26]2)=[CH:21][CH:20]=1)[CH3:18].CCN(CC)CC.CN(C(ON1N=NC2C=CC=NC1=2)=[N+](C)C)C.F[P-](F)(F)(F)(F)F. Product: [C:1]([C:3]1[C:8]2[N:9]([CH2:12][C:13]([NH:16][CH:17]([C:19]3[CH:24]=[CH:23][C:22]([C:25]4([C:31]#[N:32])[CH2:26][CH2:27][CH2:28][CH2:29][CH2:30]4)=[CH:21][CH:20]=3)[CH3:18])=[O:15])[CH:10]=[N:11][C:7]=2[CH:6]=[CH:5][CH:4]=1)#[N:2]. The catalyst class is: 23. (2) Reactant: [N+:1]([C:4]1[CH:5]=[C:6]([C:10](=[O:14])[C@H:11](O)[CH3:12])[CH:7]=[CH:8][CH:9]=1)([O-:3])=[O:2].CN(C1C2C(N(C)C)=CC=CC=2C=CC=1)C.S(OS(C(F)(F)F)(=O)=O)(C(F)(F)F)(=O)=O.[NH2:46][C:47]([CH3:51])([CH3:50])[CH2:48][OH:49]. Product: [N+:1]([C:4]1[CH:5]=[C:6]([C@:10]2([OH:14])[O:49][CH2:48][C:47]([CH3:51])([CH3:50])[NH:46][C@H:11]2[CH3:12])[CH:7]=[CH:8][CH:9]=1)([O-:3])=[O:2]. The catalyst class is: 10. (3) Product: [Cl:1][C:2]1[CH:3]=[C:4]([CH2:9][OH:10])[CH:5]=[N:6][C:7]=1[CH2:17][CH3:18]. Reactant: [Cl:1][C:2]1[CH:3]=[C:4]([CH2:9][OH:10])[CH:5]=[N:6][C:7]=1Cl.C([O-])([O-])=O.[K+].[K+].[CH2:17]([Zn]CC)[CH3:18]. The catalyst class is: 1. (4) Reactant: Cl[C:2]1[C:7]([N+:8]([O-:10])=[O:9])=[CH:6][CH:5]=[CH:4][N:3]=1.[Cl:11][C:12]1[CH:17]=[CH:16][CH:15]=[CH:14][C:13]=1[N:18]1[C:22]([OH:23])=[CH:21][C:20]([CH3:24])=[N:19]1.C(=O)([O-])[O-].[K+].[K+].O. Product: [Cl:11][C:12]1[CH:17]=[CH:16][CH:15]=[CH:14][C:13]=1[N:18]1[C:22]([O:23][C:2]2[C:7]([N+:8]([O-:10])=[O:9])=[CH:6][CH:5]=[CH:4][N:3]=2)=[CH:21][C:20]([CH3:24])=[N:19]1. The catalyst class is: 3. (5) Reactant: CS(C)=O.[CH3:5][C:6]1[CH:7]=[C:8]([OH:19])[C:9]([C:13]2[CH:18]=[CH:17][CH:16]=[CH:15][N:14]=2)=[N:10][C:11]=1[CH3:12].Cl[C:21]1[C:30]2[C:25](=[CH:26][C:27]([O:33][CH3:34])=[C:28]([O:31][CH3:32])[CH:29]=2)[N:24]=[CH:23][CH:22]=1.C(=O)([O-])[O-].[Cs+].[Cs+]. Product: [CH3:32][O:31][C:28]1[CH:29]=[C:30]2[C:25](=[CH:26][C:27]=1[O:33][CH3:34])[N:24]=[CH:23][CH:22]=[C:21]2[O:19][C:8]1[C:9]([C:13]2[CH:18]=[CH:17][CH:16]=[CH:15][N:14]=2)=[N:10][C:11]([CH3:12])=[C:6]([CH3:5])[CH:7]=1. The catalyst class is: 6. (6) Product: [F:17][C:13]1[CH:12]=[C:11]([C:10]2[O:9][C:8]([CH3:18])=[N:7][C:6]=2[C:4]([OH:5])=[O:3])[CH:16]=[CH:15][CH:14]=1. The catalyst class is: 14. Reactant: C([O:3][C:4]([C:6]1[N:7]=[C:8]([CH3:18])[O:9][C:10]=1[C:11]1[CH:16]=[CH:15][CH:14]=[C:13]([F:17])[CH:12]=1)=[O:5])C.[OH-].[Na+]. (7) Reactant: O=S(Cl)[Cl:3].O=[C:6]1[C:15]2[C:10](=[CH:11][CH:12]=[C:13]([C:16]3[O:20][C:19]([CH:21]=[O:22])=[CH:18][CH:17]=3)[CH:14]=2)[N:9]=[CH:8][NH:7]1.CN(C=O)C.[ClH:28]. Product: [ClH:3].[Cl:28][C:6]1[C:15]2[C:10](=[CH:11][CH:12]=[C:13]([C:16]3[O:20][C:19]([CH:21]=[O:22])=[CH:18][CH:17]=3)[CH:14]=2)[N:9]=[CH:8][N:7]=1. The catalyst class is: 23. (8) Reactant: [CH3:1][C:2]1[C:7]([CH3:8])=[CH:6][N:5]=[C:4]([C:9]2[CH:14]=[CH:13][C:12]([C:15]([F:18])([F:17])[F:16])=[CH:11][CH:10]=2)[N:3]=1.[Br:19]Br. The catalyst class is: 15. Product: [Br:19][CH2:1][C:2]1[C:7]([CH3:8])=[CH:6][N:5]=[C:4]([C:9]2[CH:14]=[CH:13][C:12]([C:15]([F:18])([F:17])[F:16])=[CH:11][CH:10]=2)[N:3]=1. (9) Reactant: [CH2:1]([NH2:3])[CH3:2].O=[C:5]1[CH2:10][CH2:9][N:8]([C:11]([O:13][C:14]([CH3:17])([CH3:16])[CH3:15])=[O:12])[CH2:7][CH2:6]1.C1COCC1.C(O[BH-](OC(=O)C)OC(=O)C)(=O)C.[Na+].C(O)(=O)C.C([O-])(O)=O.[Na+]. Product: [CH2:1]([NH:3][CH:5]1[CH2:10][CH2:9][N:8]([C:11]([O:13][C:14]([CH3:17])([CH3:16])[CH3:15])=[O:12])[CH2:7][CH2:6]1)[CH3:2]. The catalyst class is: 25.